From a dataset of Peptide-MHC class II binding affinity with 134,281 pairs from IEDB. Regression. Given a peptide amino acid sequence and an MHC pseudo amino acid sequence, predict their binding affinity value. This is MHC class II binding data. (1) The peptide sequence is LFFFVYENAFLPFTL. The MHC is DRB1_0101 with pseudo-sequence DRB1_0101. The binding affinity (normalized) is 0.846. (2) The peptide sequence is KAFAEGLSGEPKGGA. The MHC is DRB1_0101 with pseudo-sequence DRB1_0101. The binding affinity (normalized) is 0.580. (3) The peptide sequence is KGKDKWIELKESWGA. The MHC is HLA-DQA10301-DQB10302 with pseudo-sequence HLA-DQA10301-DQB10302. The binding affinity (normalized) is 0.0655. (4) The peptide sequence is AAATAGTTVYGAFAA. The MHC is HLA-DPA10103-DPB10601 with pseudo-sequence HLA-DPA10103-DPB10601. The binding affinity (normalized) is 0.0863. (5) The peptide sequence is AVHVWLRLPAGRVEI. The MHC is DRB1_1001 with pseudo-sequence DRB1_1001. The binding affinity (normalized) is 0.215. (6) The peptide sequence is SGVLLNHFGLVEARY. The MHC is HLA-DQA10501-DQB10301 with pseudo-sequence HLA-DQA10501-DQB10301. The binding affinity (normalized) is 0.230. (7) The peptide sequence is ACPGTSVIIDGNCDGKK. The MHC is HLA-DQA10601-DQB10402 with pseudo-sequence HLA-DQA10601-DQB10402. The binding affinity (normalized) is 0. (8) The peptide sequence is AFQVAATAANAAPAN. The MHC is HLA-DPA10201-DPB11401 with pseudo-sequence HLA-DPA10201-DPB11401. The binding affinity (normalized) is 0.203.